From a dataset of NCI-60 drug combinations with 297,098 pairs across 59 cell lines. Regression. Given two drug SMILES strings and cell line genomic features, predict the synergy score measuring deviation from expected non-interaction effect. (1) Drug 1: CCCS(=O)(=O)NC1=C(C(=C(C=C1)F)C(=O)C2=CNC3=C2C=C(C=N3)C4=CC=C(C=C4)Cl)F. Drug 2: N.N.Cl[Pt+2]Cl. Cell line: OVCAR-8. Synergy scores: CSS=-5.16, Synergy_ZIP=7.65, Synergy_Bliss=-0.0874, Synergy_Loewe=-2.90, Synergy_HSA=-2.36. (2) Drug 1: CNC(=O)C1=CC=CC=C1SC2=CC3=C(C=C2)C(=NN3)C=CC4=CC=CC=N4. Drug 2: C1=NNC2=C1C(=O)NC=N2. Cell line: HOP-62. Synergy scores: CSS=-1.74, Synergy_ZIP=-0.293, Synergy_Bliss=-0.161, Synergy_Loewe=-2.76, Synergy_HSA=-2.75. (3) Drug 1: CNC(=O)C1=NC=CC(=C1)OC2=CC=C(C=C2)NC(=O)NC3=CC(=C(C=C3)Cl)C(F)(F)F. Drug 2: CC(C)(C#N)C1=CC(=CC(=C1)CN2C=NC=N2)C(C)(C)C#N. Cell line: OVCAR-4. Synergy scores: CSS=-0.0585, Synergy_ZIP=2.31, Synergy_Bliss=0.907, Synergy_Loewe=-2.92, Synergy_HSA=-2.10. (4) Drug 1: C1=NC2=C(N1)C(=S)N=C(N2)N. Drug 2: CC1=C2C(C(=O)C3(C(CC4C(C3C(C(C2(C)C)(CC1OC(=O)C(C(C5=CC=CC=C5)NC(=O)C6=CC=CC=C6)O)O)OC(=O)C7=CC=CC=C7)(CO4)OC(=O)C)O)C)OC(=O)C. Cell line: NCI-H226. Synergy scores: CSS=25.4, Synergy_ZIP=-7.94, Synergy_Bliss=-3.82, Synergy_Loewe=-34.2, Synergy_HSA=-0.965.